From a dataset of Full USPTO retrosynthesis dataset with 1.9M reactions from patents (1976-2016). Predict the reactants needed to synthesize the given product. (1) Given the product [Cl:1][C:2]1[N:7]=[C:6]([CH2:8][CH3:9])[C:5]([F:20])=[CH:4][N:3]=1, predict the reactants needed to synthesize it. The reactants are: [Cl:1][C:2]1[N:7]=[C:6]([C:8](C)(C(OCC)=O)[C:9](OCC)=O)[C:5]([F:20])=[CH:4][N:3]=1.CC(O)=O.Cl.O. (2) The reactants are: [N+:1]([CH:4]([CH:6]([OH:14])[CH:7]([CH2:12][CH3:13])[CH2:8][CH2:9][CH2:10][CH3:11])[CH3:5])([O-])=O.NO.NC(C(O)C(CC)CCCC)C. Given the product [NH2:1][CH:4]([CH:6]([OH:14])[CH:7]([CH2:12][CH3:13])[CH2:8][CH2:9][CH2:10][CH3:11])[CH3:5], predict the reactants needed to synthesize it. (3) The reactants are: C(N(CC)CC)C.[C:8]1([CH3:18])[CH:13]=[CH:12][C:11]([S:14](Cl)(=[O:16])=[O:15])=[CH:10][CH:9]=1.[F:19][C:20]1[CH:25]=[CH:24][C:23]([CH2:26][C:27]2[C:36]3[C:31](=[CH:32][CH:33]=[CH:34][CH:35]=3)[C:30](=[O:37])[NH:29][N:28]=2)=[CH:22][C:21]=1[C:38]([N:40]1[CH2:45][CH2:44][NH:43][CH2:42][CH:41]1[C:46](=[O:49])[CH2:47]O)=[O:39]. Given the product [F:19][C:20]1[CH:25]=[CH:24][C:23]([CH2:26][C:27]2[C:36]3[C:31](=[CH:32][CH:33]=[CH:34][CH:35]=3)[C:30](=[O:37])[NH:29][N:28]=2)=[CH:22][C:21]=1[C:38]([N:40]1[CH2:45][CH2:44][NH:43][CH2:42][CH:41]1[C:46](=[O:49])[CH2:47][S:14]([C:11]1[CH:12]=[CH:13][C:8]([CH3:18])=[CH:9][CH:10]=1)(=[O:16])=[O:15])=[O:39], predict the reactants needed to synthesize it. (4) Given the product [OH:4][C:5]1[CH:6]=[C:7]2[C:12](=[CH:13][CH:14]=1)[C:11]([C:15]([NH:33][C:34]1[CH:38]=[C:37]([CH3:39])[O:36][N:35]=1)=[O:17])=[CH:10][CH:9]=[CH:8]2, predict the reactants needed to synthesize it. The reactants are: C([O:4][C:5]1[CH:6]=[C:7]2[C:12](=[CH:13][CH:14]=1)[C:11]([C:15]([OH:17])=O)=[CH:10][CH:9]=[CH:8]2)(=O)C.CCN(C(C)C)C(C)C.ClC(OCC)=O.[NH2:33][C:34]1[CH:38]=[C:37]([CH3:39])[O:36][N:35]=1. (5) Given the product [Br:1][C:2]1[S:6][C:5]([Cl:7])=[C:4]([CH2:8][C:9]2[CH:14]=[CH:13][C:12]([O:15][Si:20]([C:17]([CH3:19])([CH3:18])[CH3:16])([CH3:22])[CH3:21])=[CH:11][CH:10]=2)[CH:3]=1, predict the reactants needed to synthesize it. The reactants are: [Br:1][C:2]1[S:6][C:5]([Cl:7])=[C:4]([CH2:8][C:9]2[CH:14]=[CH:13][C:12]([OH:15])=[CH:11][CH:10]=2)[CH:3]=1.[CH3:16][C:17]([Si:20](Cl)([CH3:22])[CH3:21])([CH3:19])[CH3:18].N1C=CN=C1.